Dataset: Catalyst prediction with 721,799 reactions and 888 catalyst types from USPTO. Task: Predict which catalyst facilitates the given reaction. (1) Reactant: Br[C:2]1[CH:11]=[CH:10][C:5]([C:6]([O:8][CH3:9])=[O:7])=[CH:4][C:3]=1[CH2:12][O:13][CH3:14].[CH2:15]([C:17]1[CH:22]=[CH:21][CH:20]=[CH:19][C:18]=1B(O)O)[CH3:16].C(=O)([O-])[O-].[K+].[K+]. Product: [CH2:15]([C:17]1[CH:22]=[CH:21][CH:20]=[CH:19][C:18]=1[C:2]1[CH:11]=[CH:10][C:5]([C:6]([O:8][CH3:9])=[O:7])=[CH:4][C:3]=1[CH2:12][O:13][CH3:14])[CH3:16]. The catalyst class is: 398. (2) Reactant: [Pd:1].[CH2:2]1[CH2:6][O:5][CH:4]([N:7]2[C:13](=[O:14])[NH:12][C:10](=[O:11])[C:9]([F:15])=[CH:8]2)[CH2:3]1. Product: [Pd:1].[CH2:2]1[CH2:6][O:5][CH:4]([N:7]2[C:13](=[O:14])[NH:12][C:10](=[O:11])[C:9]([F:15])=[CH:8]2)[CH2:3]1. The catalyst class is: 6. (3) Reactant: [I:1]I.[Cl:3][C:4]1[CH:5]=[C:6]([C:10]([O:12][CH2:13][CH3:14])=[O:11])[NH:7][C:8]=1[CH3:9].[OH-].[K+].Cl. Product: [Cl:3][C:4]1[C:5]([I:1])=[C:6]([C:10]([O:12][CH2:13][CH3:14])=[O:11])[NH:7][C:8]=1[CH3:9]. The catalyst class is: 18. (4) Reactant: [NH2:1][C:2]1[O:6][C:5]([C:7]2[CH:8]=[C:9]([C:13]3[CH:14]=[N:15][C:16]([NH:28][C:29]([NH:31][CH2:32][CH3:33])=[O:30])=[CH:17][C:18]=3[C:19]3[S:20][CH:21]=[C:22]([C:24]([F:27])([F:26])[F:25])[N:23]=3)[CH:10]=[N:11][CH:12]=2)=[N:4][N:3]=1.[OH-].[K+]. Product: [CH2:32]([NH:31][C:29]([NH:28][C:16]1[N:15]=[CH:14][C:13]([C:9]2[CH:10]=[N:11][CH:12]=[C:7]([C:5]3[NH:1][C:2](=[O:6])[NH:3][N:4]=3)[CH:8]=2)=[C:18]([C:19]2[S:20][CH:21]=[C:22]([C:24]([F:27])([F:25])[F:26])[N:23]=2)[CH:17]=1)=[O:30])[CH3:33]. The catalyst class is: 5. (5) Reactant: [C:15]1(C)[CH:16]=[CH:17]C(S([O-])(=[O:8])=[O:8])=[CH:13][CH:14]=1.[NH+]1[CH:17]=[CH:16][CH:15]=[CH:14][CH:13]=1.[OH:18][C:19]1[CH:20]=[C:21]([C:25]2[CH:26]([C:37]3[CH:42]=[CH:41][C:40]([I:43])=[CH:39][CH:38]=3)[O:27][C:28]3[C:33]([C:34]=2[CH3:35])=[CH:32][C:31]([OH:36])=[CH:30][CH:29]=3)[CH:22]=[CH:23][CH:24]=1.[O:44]1[CH:49]=[CH:48][CH2:47][CH2:46][CH2:45]1. Product: [I:43][C:40]1[CH:39]=[CH:38][C:37]([CH:26]2[C:25]([C:21]3[CH:22]=[CH:23][CH:24]=[C:19]([O:18][CH:17]4[CH2:16][CH2:15][CH2:14][CH2:13][O:8]4)[CH:20]=3)=[C:34]([CH3:35])[C:33]3[C:28](=[CH:29][CH:30]=[C:31]([O:36][CH:49]4[CH2:48][CH2:47][CH2:46][CH2:45][O:44]4)[CH:32]=3)[O:27]2)=[CH:42][CH:41]=1. The catalyst class is: 4.